Predict the product of the given reaction. From a dataset of Forward reaction prediction with 1.9M reactions from USPTO patents (1976-2016). (1) Given the reactants [F:1][C:2]1C=[CH:8][C:7]([CH2:10][C:11]2[C:20]3[C:15](=[CH:16][CH:17]=[CH:18][C:19]=3[O:21][CH3:22])[C:14](=[O:23])[NH:13][N:12]=2)=[CH:6][C:3]=1C#N.[OH-:24].[K+].[CH2:26]([OH:28])[CH3:27], predict the reaction product. The product is: [F:1][C:2]1[CH:3]=[CH:6][C:7]([CH2:10][C:11]2[C:20]3[C:15](=[CH:16][CH:17]=[CH:18][C:19]=3[O:21][CH3:22])[C:14](=[O:23])[NH:13][N:12]=2)=[CH:8][C:27]=1[C:26]([OH:24])=[O:28]. (2) The product is: [P:5]([OH:9])([OH:8])([OH:7])=[O:6].[CH3:10][C:11]1[CH:19]=[C:18]([C:20]([NH:22][C:23]2[CH:28]=[CH:27][CH:26]=[C:25]([C:29]3[C:38]4[C:33](=[CH:34][C:35]([O:41][CH3:42])=[C:36]([O:39][CH3:40])[CH:37]=4)[N:32]=[C:31]([NH:43][CH3:44])[N:30]=3)[CH:24]=2)=[O:21])[CH:17]=[CH:16][C:12]=1[C:13]([OH:15])=[O:14]. Given the reactants CS(C)=O.[P:5](=[O:9])([OH:8])([OH:7])[OH:6].[CH3:10][C:11]1[CH:19]=[C:18]([C:20]([NH:22][C:23]2[CH:28]=[CH:27][CH:26]=[C:25]([C:29]3[C:38]4[C:33](=[CH:34][C:35]([O:41][CH3:42])=[C:36]([O:39][CH3:40])[CH:37]=4)[N:32]=[C:31]([NH:43][CH3:44])[N:30]=3)[CH:24]=2)=[O:21])[CH:17]=[CH:16][C:12]=1[C:13]([OH:15])=[O:14], predict the reaction product. (3) The product is: [NH2:17][C:16]1[N:15]=[CH:14][N:13]=[C:12]2[N:8]([C:4]3[CH:3]=[C:2]([NH:1][C:23]([C:19]4[S:18][CH:22]=[CH:21][CH:20]=4)=[O:24])[CH:7]=[CH:6][CH:5]=3)[N:9]=[CH:10][C:11]=12. Given the reactants [NH2:1][C:2]1[CH:3]=[C:4]([N:8]2[C:12]3=[N:13][CH:14]=[N:15][C:16]([NH2:17])=[C:11]3[CH:10]=[N:9]2)[CH:5]=[CH:6][CH:7]=1.[S:18]1[CH:22]=[CH:21][CH:20]=[C:19]1[C:23](O)=[O:24].Cl.CN(C)CCCN=C=NCC.ON1C2C=CC=CC=2N=N1, predict the reaction product. (4) Given the reactants [C:1](=[O:12])(OC(Cl)(Cl)Cl)OC(Cl)(Cl)Cl.[CH3:13][N:14]1[CH2:19][CH2:18][CH:17]([NH2:20])[CH2:16][CH2:15]1.[C@H:21]1([NH:30][C:31]2[CH:40]=[CH:39][C:38]3[C:33](=[CH:34][CH:35]=[C:36]([NH2:41])[CH:37]=3)[N:32]=2)[C:29]2[C:24](=[CH:25][CH:26]=[CH:27][CH:28]=2)[CH2:23][CH2:22]1, predict the reaction product. The product is: [C@H:21]1([NH:30][C:31]2[CH:40]=[CH:39][C:38]3[C:33](=[CH:34][CH:35]=[C:36]([NH:41][C:1]([NH:20][CH:17]4[CH2:18][CH2:19][N:14]([CH3:13])[CH2:15][CH2:16]4)=[O:12])[CH:37]=3)[N:32]=2)[C:29]2[C:24](=[CH:25][CH:26]=[CH:27][CH:28]=2)[CH2:23][CH2:22]1. (5) The product is: [CH2:26]([S:23]([C:20]1[N:21]=[CH:22][C:17]([O:10][C:8]2[CH:9]=[C:4]([CH:5]=[C:6]([O:33][CH:30]([CH2:31][F:32])[CH2:29][F:28])[CH:7]=2)[C:3]([NH:34][C:35]2[CH:39]=[CH:38][N:37]([CH3:40])[N:36]=2)=[O:15])=[CH:18][CH:19]=1)(=[O:25])=[O:24])[CH3:27]. Given the reactants CO[C:3](=[O:15])[C:4]1[CH:9]=[C:8]([OH:10])[CH:7]=[C:6](OCOC)[CH:5]=1.Br[C:17]1[CH:18]=[CH:19][C:20]([S:23]([CH2:26][CH3:27])(=[O:25])=[O:24])=[N:21][CH:22]=1.[F:28][CH2:29][CH:30]([OH:33])[CH2:31][F:32].[NH2:34][C:35]1[CH:39]=[CH:38][N:37]([CH3:40])[N:36]=1, predict the reaction product.